From a dataset of Forward reaction prediction with 1.9M reactions from USPTO patents (1976-2016). Predict the product of the given reaction. (1) Given the reactants [Na].[CH3:2][C:3](=[O:9])[CH2:4][C:5](=[O:8])[CH2:6][CH3:7].Br[CH2:11][C:12]([C:14]1[CH:15]=[C:16]2[C:21](=[CH:22][CH:23]=1)[O:20][C:19]([CH3:25])([CH3:24])[CH2:18][CH2:17]2)=[O:13].O, predict the reaction product. The product is: [C:3]([CH:4]([C:5](=[O:8])[CH2:6][CH3:7])[CH2:11][C:12]([C:14]1[CH:15]=[C:16]2[C:21](=[CH:22][CH:23]=1)[O:20][C:19]([CH3:25])([CH3:24])[CH2:18][CH2:17]2)=[O:13])(=[O:9])[CH3:2]. (2) The product is: [F:43][C:7]1([F:6])[CH2:12][C@@H:11]([C:13]([OH:15])=[O:14])[C@H:10]([C:17]2[O:21][C:20]([C:22]([F:27])([F:28])[C:23]([F:26])([F:25])[F:24])=[N:19][C:18]=2[C:29]2[CH:34]=[CH:33][C:32]([C:35]([N:37]3[CH2:42][CH2:41][O:40][CH2:39][CH2:38]3)=[O:36])=[CH:31][CH:30]=2)[CH2:9][CH2:8]1. Given the reactants S(=O)(=O)(O)O.[F:6][C:7]1([F:43])[CH2:12][C@@H:11]([C:13]([O:15]C)=[O:14])[C@H:10]([C:17]2[O:21][C:20]([C:22]([F:28])([F:27])[C:23]([F:26])([F:25])[F:24])=[N:19][C:18]=2[C:29]2[CH:34]=[CH:33][C:32]([C:35]([N:37]3[CH2:42][CH2:41][O:40][CH2:39][CH2:38]3)=[O:36])=[CH:31][CH:30]=2)[CH2:9][CH2:8]1, predict the reaction product. (3) Given the reactants [N+:1]([C:4]1[CH:9]=[CH:8][CH:7]=[CH:6][C:5]=1[CH2:10][CH2:11][NH2:12])([O-])=O, predict the reaction product. The product is: [NH2:12][CH2:11][CH2:10][C:5]1[CH:6]=[CH:7][CH:8]=[CH:9][C:4]=1[NH2:1]. (4) Given the reactants [C:1]([N:4]1[C:13]2[C:8](=[CH:9][C:10]([C:14]3[CH:15]=[N:16][N:17]([CH2:19][CH2:20][N:21]([CH3:29])[C:22](=[O:28])[O:23][C:24]([CH3:27])([CH3:26])[CH3:25])[CH:18]=3)=[CH:11][CH:12]=2)[C@H:7]([NH2:30])[CH2:6][C@@H:5]1[CH3:31])(=[O:3])[CH3:2].I[C:33]1[CH:34]=[N:35][CH:36]=[CH:37][CH:38]=1.C1(P(C2CCCCC2)C2C=CC=CC=2C2C(N(C)C)=CC=CC=2)CCCCC1.CC(C)([O-])C.[Na+], predict the reaction product. The product is: [C:1]([N:4]1[C:13]2[C:8](=[CH:9][C:10]([C:14]3[CH:15]=[N:16][N:17]([CH2:19][CH2:20][N:21]([CH3:29])[C:22](=[O:28])[O:23][C:24]([CH3:25])([CH3:26])[CH3:27])[CH:18]=3)=[CH:11][CH:12]=2)[C@H:7]([NH:30][C:33]2[CH:34]=[N:35][CH:36]=[CH:37][CH:38]=2)[CH2:6][C@@H:5]1[CH3:31])(=[O:3])[CH3:2]. (5) Given the reactants [Cl:1]N1C(=O)CCC1=O.[F:9][C:10]1[CH:34]=[CH:33][C:13]([C:14]([N:16]2[CH2:21][CH2:20][N:19]3[N:22]=[C:23]([CH2:25][O:26][C:27]4[CH:32]=[CH:31][CH:30]=[CH:29][CH:28]=4)[CH:24]=[C:18]3[CH2:17]2)=[O:15])=[CH:12][CH:11]=1, predict the reaction product. The product is: [Cl:1][C:24]1[C:23]([CH2:25][O:26][C:27]2[CH:32]=[CH:31][CH:30]=[CH:29][CH:28]=2)=[N:22][N:19]2[CH2:20][CH2:21][N:16]([C:14]([C:13]3[CH:12]=[CH:11][C:10]([F:9])=[CH:34][CH:33]=3)=[O:15])[CH2:17][C:18]=12. (6) Given the reactants [Br:1][C:2]1[C:3]([C:8]#[N:9])=[N:4][CH:5]=[CH:6][CH:7]=1.ClC1C=CC=C(C(OO)=[O:18])C=1, predict the reaction product. The product is: [Br:1][C:2]1[C:3]([C:8]#[N:9])=[N+:4]([O-:18])[CH:5]=[CH:6][CH:7]=1.